This data is from Forward reaction prediction with 1.9M reactions from USPTO patents (1976-2016). The task is: Predict the product of the given reaction. (1) Given the reactants [CH3:1][O:2][C:3](=[O:11])[CH2:4][C:5]1[CH:10]=[CH:9][CH:8]=[CH:7][N:6]=1.[N:12]([O-])=[O:13].[Na+].O, predict the reaction product. The product is: [CH3:1][O:2][C:3](=[O:11])[C:4](=[N:12][OH:13])[C:5]1[CH:10]=[CH:9][CH:8]=[CH:7][N:6]=1. (2) Given the reactants [H-].[Na+].[CH2:3]([OH:8])[C:4]([F:7])([F:6])[F:5].[N+]([C:12]1[CH:19]=[CH:18][C:15]([CH:16]=[O:17])=[CH:14][CH:13]=1)([O-])=O, predict the reaction product. The product is: [F:5][C:4]([F:7])([F:6])[CH2:3][O:8][C:12]1[CH:19]=[CH:18][C:15]([CH:16]=[O:17])=[CH:14][CH:13]=1.